From a dataset of Forward reaction prediction with 1.9M reactions from USPTO patents (1976-2016). Predict the product of the given reaction. (1) The product is: [F:1][C:2]1[CH:9]=[CH:8][C:5]([CH2:6][NH:20][CH2:19][C:16]2[CH:17]=[CH:18][C:13]([CH2:21][NH:22][CH2:6][C:5]3[CH:8]=[CH:9][C:2]([F:1])=[CH:3][CH:4]=3)=[CH:14][CH:15]=2)=[CH:4][CH:3]=1. Given the reactants [F:1][C:2]1[CH:9]=[CH:8][C:5]([CH:6]=O)=[CH:4][CH:3]=1.C(Cl)Cl.[C:13]1([CH2:21][NH2:22])[CH:18]=[CH:17][C:16]([CH2:19][NH2:20])=[CH:15][CH:14]=1.[BH4-].[Na+], predict the reaction product. (2) Given the reactants [Cl:1][C:2]1[CH:10]=[C:6]([C:7]([OH:9])=O)[C:5]([OH:11])=[CH:4][CH:3]=1.[F:12][C:13]([F:26])([F:25])[C:14]1[CH:15]=[C:16]([CH:18]=[C:19]([C:21]([F:24])([F:23])[F:22])[CH:20]=1)N.C[CH2:28][N:29]=C=NCCCN(C)C, predict the reaction product. The product is: [F:12][C:13]([F:26])([F:25])[C:14]1[CH:15]=[C:16]([CH:18]=[C:19]([C:21]([F:24])([F:23])[F:22])[CH:20]=1)[CH2:28][NH:29][C:7](=[O:9])[C:6]1[CH:10]=[C:2]([Cl:1])[CH:3]=[CH:4][C:5]=1[OH:11]. (3) The product is: [CH3:1][O:2][C:3]1[CH:4]=[C:5]([NH:11][C:12]2[N:13]=[CH:14][C:15]3[CH2:21][C:20](=[O:22])[NH:19][C:18]4[CH:23]=[CH:24][C:25]([C:31]#[C:30][CH2:29][N:32]5[CH2:36][CH2:35][CH2:34][CH2:33]5)=[CH:26][C:17]=4[C:16]=3[N:28]=2)[CH:6]=[CH:7][C:8]=1[O:9][CH3:10]. Given the reactants [CH3:1][O:2][C:3]1[CH:4]=[C:5]([NH:11][C:12]2[N:13]=[CH:14][C:15]3[CH2:21][C:20](=[O:22])[NH:19][C:18]4[CH:23]=[CH:24][C:25](I)=[CH:26][C:17]=4[C:16]=3[N:28]=2)[CH:6]=[CH:7][C:8]=1[O:9][CH3:10].[CH2:29]([N:32]1[CH2:36][CH2:35][CH2:34][CH2:33]1)[C:30]#[CH:31], predict the reaction product.